From a dataset of Reaction yield outcomes from USPTO patents with 853,638 reactions. Predict the reaction yield, written as a fraction of the theoretical maximum amount of product (1.0 means a 100% yield; for example, 0.34 means a 34% yield). (1) The reactants are [CH2:1]([O:8][C:9]1[CH:10]=[C:11]([C:17]([C:19]2[CH:24]=[CH:23][C:22]([O:25][CH3:26])=[C:21]([O:27]CC)[CH:20]=2)=[O:18])[CH:12]=[CH:13][C:14]=1[O:15][CH3:16])[C:2]1C=CC=CC=1. The catalyst is C(O)C.[Pd]. The product is [CH2:1]([O:8][C:9]1[CH:10]=[C:11]([C:17]([C:19]2[CH:24]=[CH:23][C:22]([O:25][CH3:26])=[C:21]([OH:27])[CH:20]=2)=[O:18])[CH:12]=[CH:13][C:14]=1[O:15][CH3:16])[CH3:2]. The yield is 0.940. (2) The reactants are [OH2:1].[CH2:2]([CH:5]1[CH2:10][C:9](=[O:11])[O:8][C:6]1=[O:7])[CH:3]=[CH2:4]. No catalyst specified. The product is [CH2:2]([CH:5]([CH2:10][C:9]([OH:8])=[O:11])[C:6]([OH:1])=[O:7])[CH:3]=[CH2:4]. The yield is 0.985.